From a dataset of NCI-60 drug combinations with 297,098 pairs across 59 cell lines. Regression. Given two drug SMILES strings and cell line genomic features, predict the synergy score measuring deviation from expected non-interaction effect. (1) Drug 1: C1=CN(C(=O)N=C1N)C2C(C(C(O2)CO)O)O.Cl. Drug 2: CS(=O)(=O)CCNCC1=CC=C(O1)C2=CC3=C(C=C2)N=CN=C3NC4=CC(=C(C=C4)OCC5=CC(=CC=C5)F)Cl. Cell line: COLO 205. Synergy scores: CSS=41.4, Synergy_ZIP=1.50, Synergy_Bliss=0.440, Synergy_Loewe=-25.8, Synergy_HSA=-0.257. (2) Drug 1: CN1CCC(CC1)COC2=C(C=C3C(=C2)N=CN=C3NC4=C(C=C(C=C4)Br)F)OC. Drug 2: CC1=C(N=C(N=C1N)C(CC(=O)N)NCC(C(=O)N)N)C(=O)NC(C(C2=CN=CN2)OC3C(C(C(C(O3)CO)O)O)OC4C(C(C(C(O4)CO)O)OC(=O)N)O)C(=O)NC(C)C(C(C)C(=O)NC(C(C)O)C(=O)NCCC5=NC(=CS5)C6=NC(=CS6)C(=O)NCCC[S+](C)C)O. Cell line: TK-10. Synergy scores: CSS=9.57, Synergy_ZIP=-7.17, Synergy_Bliss=-3.99, Synergy_Loewe=-5.94, Synergy_HSA=-3.18. (3) Drug 1: CC1C(C(=O)NC(C(=O)N2CCCC2C(=O)N(CC(=O)N(C(C(=O)O1)C(C)C)C)C)C(C)C)NC(=O)C3=C4C(=C(C=C3)C)OC5=C(C(=O)C(=C(C5=N4)C(=O)NC6C(OC(=O)C(N(C(=O)CN(C(=O)C7CCCN7C(=O)C(NC6=O)C(C)C)C)C)C(C)C)C)N)C. Drug 2: N.N.Cl[Pt+2]Cl. Cell line: HCT116. Synergy scores: CSS=78.6, Synergy_ZIP=-0.131, Synergy_Bliss=-0.358, Synergy_Loewe=-3.68, Synergy_HSA=5.79. (4) Drug 1: CCC1=CC2CC(C3=C(CN(C2)C1)C4=CC=CC=C4N3)(C5=C(C=C6C(=C5)C78CCN9C7C(C=CC9)(C(C(C8N6C)(C(=O)OC)O)OC(=O)C)CC)OC)C(=O)OC.C(C(C(=O)O)O)(C(=O)O)O. Drug 2: C(CCl)NC(=O)N(CCCl)N=O. Cell line: SK-MEL-5. Synergy scores: CSS=24.0, Synergy_ZIP=3.33, Synergy_Bliss=6.65, Synergy_Loewe=-37.7, Synergy_HSA=2.59. (5) Drug 1: CC1=C(C=C(C=C1)NC2=NC=CC(=N2)N(C)C3=CC4=NN(C(=C4C=C3)C)C)S(=O)(=O)N.Cl. Drug 2: CC1=C2C(C(=O)C3(C(CC4C(C3C(C(C2(C)C)(CC1OC(=O)C(C(C5=CC=CC=C5)NC(=O)OC(C)(C)C)O)O)OC(=O)C6=CC=CC=C6)(CO4)OC(=O)C)OC)C)OC. Cell line: HCT116. Synergy scores: CSS=68.4, Synergy_ZIP=9.08, Synergy_Bliss=11.1, Synergy_Loewe=-25.2, Synergy_HSA=10.7. (6) Drug 1: CC1=C(N=C(N=C1N)C(CC(=O)N)NCC(C(=O)N)N)C(=O)NC(C(C2=CN=CN2)OC3C(C(C(C(O3)CO)O)O)OC4C(C(C(C(O4)CO)O)OC(=O)N)O)C(=O)NC(C)C(C(C)C(=O)NC(C(C)O)C(=O)NCCC5=NC(=CS5)C6=NC(=CS6)C(=O)NCCC[S+](C)C)O. Drug 2: C1=NNC2=C1C(=O)NC=N2. Cell line: A549. Synergy scores: CSS=33.9, Synergy_ZIP=0.242, Synergy_Bliss=1.07, Synergy_Loewe=-29.7, Synergy_HSA=0.822. (7) Drug 1: CC1=C(C=C(C=C1)NC(=O)C2=CC=C(C=C2)CN3CCN(CC3)C)NC4=NC=CC(=N4)C5=CN=CC=C5. Drug 2: C(CCl)NC(=O)N(CCCl)N=O. Cell line: OVCAR3. Synergy scores: CSS=-4.51, Synergy_ZIP=-0.536, Synergy_Bliss=-5.17, Synergy_Loewe=-9.83, Synergy_HSA=-8.54.